From a dataset of Full USPTO retrosynthesis dataset with 1.9M reactions from patents (1976-2016). Predict the reactants needed to synthesize the given product. (1) Given the product [C:1]([O:5][C:6](=[O:24])[NH:7][CH2:8][C@@H:9]1[O:23][C:25](=[O:27])[N:11]([C:12]2[CH:13]=[C:14]3[C:18](=[CH:19][CH:20]=2)[N:17]([CH3:21])[C:16](=[O:22])[CH2:15]3)[CH2:10]1)([CH3:4])([CH3:2])[CH3:3], predict the reactants needed to synthesize it. The reactants are: [C:1]([O:5][C:6](=[O:24])[NH:7][CH2:8][C@H:9]([OH:23])[CH2:10][NH:11][C:12]1[CH:13]=[C:14]2[C:18](=[CH:19][CH:20]=1)[N:17]([CH3:21])[C:16](=[O:22])[CH2:15]2)([CH3:4])([CH3:3])[CH3:2].[C:25](OCC)(=[O:27])C. (2) Given the product [Cl:1][C:2]1[CH:9]=[C:8]([N:14]([CH:11]([CH3:13])[CH3:12])[CH3:15])[CH:7]=[CH:6][C:3]=1[C:4]#[N:5], predict the reactants needed to synthesize it. The reactants are: [Cl:1][C:2]1[CH:9]=[C:8](F)[CH:7]=[CH:6][C:3]=1[C:4]#[N:5].[CH:11]([NH:14][CH3:15])([CH3:13])[CH3:12]. (3) Given the product [Br:1][C:2]1[CH:7]=[C:6]([N+:8]([O-:10])=[O:9])[CH:5]=[CH:4][C:3]=1[O:20][CH2:19][C:15]1[CH:16]=[CH:17][CH:18]=[C:13]([F:12])[CH:14]=1, predict the reactants needed to synthesize it. The reactants are: [Br:1][C:2]1[CH:7]=[C:6]([N+:8]([O-:10])=[O:9])[CH:5]=[CH:4][C:3]=1F.[F:12][C:13]1[CH:14]=[C:15]([CH2:19][OH:20])[CH:16]=[CH:17][CH:18]=1.C([O-])([O-])=O.[K+].[K+]. (4) Given the product [CH2:1]([C@@H:3]1[C:11]2[C:6](=[CH:7][C:8]([C:12](=[O:28])[NH:13][C@H:14]([C:17]3[CH:22]=[CH:21][C:20]([S:23]([CH2:26][CH3:27])(=[O:24])=[O:25])=[CH:19][N:43]=3)[CH2:15][OH:16])=[CH:9][CH:10]=2)[CH2:5][N:4]1[C:29]([O:31][C:32]([CH3:33])([CH3:35])[CH3:34])=[O:30])[CH3:2], predict the reactants needed to synthesize it. The reactants are: [CH2:1]([C@H:3]1[C:11]2[C:6](=[CH:7][C:8]([C:12](=[O:28])[NH:13][C@H:14]([C:17]3[CH:22]=[CH:21][C:20]([S:23]([CH2:26][CH3:27])(=[O:25])=[O:24])=[CH:19]C=3)[CH2:15][OH:16])=[CH:9][CH:10]=2)[CH2:5][N:4]1[C:29]([O:31][C:32]([CH3:35])([CH3:34])[CH3:33])=[O:30])[CH3:2].C(OC([N:43]1CC2C(=CC=C(C(O)=O)C=2)[C@H]1CC)=O)(C)(C)C.N[C@H](C1C=CC(S(CC)(=O)=O)=CN=1)CO.